This data is from Forward reaction prediction with 1.9M reactions from USPTO patents (1976-2016). The task is: Predict the product of the given reaction. (1) Given the reactants C1(P(C2C=CC=CC=2)C2C=CC=CC=2)C=CC=CC=1.[CH3:20][C@@H:21]([OH:26])[CH2:22][C@H:23]([OH:25])[CH3:24].C(OC(N=NC(OC(C)C)=O)=O)(C)C.C1(C)C=CC=CC=1.[N+]([C:51]1[CH:59]=[CH:58][C:54]([C:55](O)=[O:56])=[CH:53][CH:52]=1)([O-])=O, predict the reaction product. The product is: [C:55]([O:25][C@@H:23]([CH3:24])[CH2:22][C@H:21]([OH:26])[CH3:20])(=[O:56])[C:54]1[CH:58]=[CH:59][CH:51]=[CH:52][CH:53]=1. (2) Given the reactants CCN(C(C)C)C(C)C.[C:10]([C:12]1[CH:20]=[C:19]2[C:15]([C:16]([CH:35]3[CH2:40][CH2:39][CH2:38][CH2:37][CH2:36]3)=[C:17]([C:29]3[CH:34]=[CH:33][CH:32]=[CH:31][CH:30]=3)[N:18]2[CH2:21][C:22]([O:24][C:25]([CH3:28])([CH3:27])[CH3:26])=[O:23])=[CH:14][CH:13]=1)#[N:11].Cl.N[OH:43].[C:44]([N:51]1C=CN=C1)(N1C=CN=C1)=[O:45], predict the reaction product. The product is: [CH:35]1([C:16]2[C:15]3[C:19](=[CH:20][C:12]([C:10]4[NH:51][C:44](=[O:45])[O:43][N:11]=4)=[CH:13][CH:14]=3)[N:18]([CH2:21][C:22]([O:24][C:25]([CH3:28])([CH3:27])[CH3:26])=[O:23])[C:17]=2[C:29]2[CH:30]=[CH:31][CH:32]=[CH:33][CH:34]=2)[CH2:40][CH2:39][CH2:38][CH2:37][CH2:36]1. (3) Given the reactants Cl[C:2]1(Cl)[C:5]2([CH2:10][CH2:9][N:8]([C:11]([O:13][C:14]([CH3:17])([CH3:16])[CH3:15])=[O:12])[CH2:7][CH2:6]2)[CH2:4][C:3]1=[O:18].[NH4+].[Cl-], predict the reaction product. The product is: [O:18]=[C:3]1[CH2:2][C:5]2([CH2:10][CH2:9][N:8]([C:11]([O:13][C:14]([CH3:17])([CH3:16])[CH3:15])=[O:12])[CH2:7][CH2:6]2)[CH2:4]1. (4) Given the reactants C1C=CC=CC=1.[C:7]([NH2:16])([C:10]1[CH:15]=[CH:14][CH:13]=[CH:12][CH:11]=1)([CH3:9])[CH3:8].C(N(CC)CC)C.[C:24](Cl)(Cl)=[O:25], predict the reaction product. The product is: [N:16]([C:7]([C:10]1[CH:15]=[CH:14][CH:13]=[CH:12][CH:11]=1)([CH3:9])[CH3:8])=[C:24]=[O:25]. (5) Given the reactants [Cl:1][C:2]1[CH:3]=[C:4]2[C:13](=[C:14]3[C:19]=1[CH:18]=[CH:17][CH:16]=[N:15]3)[NH:12][S:11](=[O:21])(=[O:20])[C:10]1[C:5]2=[CH:6][C:7]([C:22](O)=[O:23])=[CH:8][CH:9]=1.[NH2:25][CH:26]([CH2:29][OH:30])[CH2:27][OH:28].CCN=C=NCCCN(C)C.Cl.C1C=CC2N(O)N=NC=2C=1, predict the reaction product. The product is: [OH:28][CH2:27][CH:26]([NH:25][C:22]([C:7]1[CH:6]=[C:5]2[C:10]([S:11](=[O:20])(=[O:21])[NH:12][C:13]3[C:4]2=[CH:3][C:2]([Cl:1])=[C:19]2[C:14]=3[N:15]=[CH:16][CH:17]=[CH:18]2)=[CH:9][CH:8]=1)=[O:23])[CH2:29][OH:30]. (6) Given the reactants Br[C:2]1[N:3]([CH2:13][C:14]2[C:23]3[C:18](=[CH:19][CH:20]=[CH:21][CH:22]=3)[CH:17]=[CH:16][CH:15]=2)[C:4]([C:8]([O:10][CH2:11][CH3:12])=[O:9])=[C:5]([CH3:7])[N:6]=1.[N:24]1[CH:29]=[CH:28][CH:27]=[C:26](B(O)O)[CH:25]=1.C(=O)([O-])[O-].[Cs+].[Cs+], predict the reaction product. The product is: [CH3:7][C:5]1[N:6]=[C:2]([C:26]2[CH:25]=[N:24][CH:29]=[CH:28][CH:27]=2)[N:3]([CH2:13][C:14]2[C:23]3[C:18](=[CH:19][CH:20]=[CH:21][CH:22]=3)[CH:17]=[CH:16][CH:15]=2)[C:4]=1[C:8]([O:10][CH2:11][CH3:12])=[O:9].